Dataset: Catalyst prediction with 721,799 reactions and 888 catalyst types from USPTO. Task: Predict which catalyst facilitates the given reaction. (1) Reactant: [NH:1]1[CH2:4][CH:3]([CH2:5][N:6]2[C:10]3[CH:11]=[CH:12][CH:13]=[CH:14][C:9]=3[N:8]=[C:7]2[NH:15][C:16]([C:18]2[S:19][C:20]([CH:23]([F:25])[F:24])=[CH:21][CH:22]=2)=[O:17])[CH2:2]1.[C:26]([CH2:28][C:29](O)=[O:30])#[N:27].C(N(CC)CC)C.CN(C(ON1N=NC2C=CC=NC1=2)=[N+](C)C)C.F[P-](F)(F)(F)(F)F. Product: [C:26]([CH2:28][C:29]([N:1]1[CH2:2][CH:3]([CH2:5][N:6]2[C:10]3[CH:11]=[CH:12][CH:13]=[CH:14][C:9]=3[N:8]=[C:7]2[NH:15][C:16]([C:18]2[S:19][C:20]([CH:23]([F:25])[F:24])=[CH:21][CH:22]=2)=[O:17])[CH2:4]1)=[O:30])#[N:27]. The catalyst class is: 18. (2) Reactant: [OH:1][C:2]1[CH:3]=[C:4]2[C:9](=[CH:10][C:11]=1[O:12][CH3:13])[NH:8][CH:7]=[N:6][C:5]2=[O:14].CO.C([O-])([O-])=O.[Cs+].[Cs+].I[CH2:24][CH3:25]. Product: [CH2:24]([O:1][C:2]1[CH:3]=[C:4]2[C:9](=[CH:10][C:11]=1[O:12][CH3:13])[NH:8][CH:7]=[N:6][C:5]2=[O:14])[CH3:25]. The catalyst class is: 578. (3) Reactant: [Cl:1][C:2]1[C:7]([Cl:8])=[CH:6][CH:5]=[CH:4][C:3]=1[C:9]1[CH:14]=[CH:13][C:12]([C:15](O)=[O:16])=[C:11]([CH2:18][N:19]2[C:23](=[O:24])[N:22]([CH2:25][C@H:26]([OH:31])[C:27]([F:30])([F:29])[F:28])[C:21]([C:32]3[CH:37]=[CH:36][C:35]([Cl:38])=[CH:34][CH:33]=3)=[N:20]2)[CH:10]=1.C1C=CC2N(O)N=[N:45]C=2C=1.C(Cl)CCl.N. The catalyst class is: 18. Product: [Cl:1][C:2]1[C:7]([Cl:8])=[CH:6][CH:5]=[CH:4][C:3]=1[C:9]1[CH:14]=[CH:13][C:12]([C:15]([NH2:45])=[O:16])=[C:11]([CH2:18][N:19]2[C:23](=[O:24])[N:22]([CH2:25][C@H:26]([OH:31])[C:27]([F:30])([F:29])[F:28])[C:21]([C:32]3[CH:37]=[CH:36][C:35]([Cl:38])=[CH:34][CH:33]=3)=[N:20]2)[CH:10]=1.